Predict the reactants needed to synthesize the given product. From a dataset of Full USPTO retrosynthesis dataset with 1.9M reactions from patents (1976-2016). (1) Given the product [Br:1][C:2]1[C:3]([CH2:13][CH3:19])=[CH:4][CH:5]=[C:6]([N+:10]([O-:12])=[O:11])[C:7]=1[CH:8]=[CH:9][N:14]1[CH2:18][CH2:17][CH2:16][CH2:15]1, predict the reactants needed to synthesize it. The reactants are: [Br:1][C:2]1[C:7]([CH2:8][CH3:9])=[C:6]([N+:10]([O-:12])=[O:11])[CH:5]=[CH:4][C:3]=1[CH3:13].[NH:14]1[CH2:18][CH2:17][CH2:16][CH2:15]1.[CH3:19]N(C=O)C.CC(N(C)C)=O. (2) Given the product [S:3]1[CH:4]=[CH:5][CH:6]=[C:2]1[C:2]1[S:3][C:4]([C:21]2[S:20][CH:19]=[CH:23][CH:22]=2)=[CH:5][C:6]=1[CH2:7][C:8]([O:10][CH2:11][CH3:12])=[O:9], predict the reactants needed to synthesize it. The reactants are: Br[C:2]1[S:3][C:4](Br)=[CH:5][C:6]=1[CH2:7][C:8]([O:10][CH2:11][CH3:12])=[O:9].C([Sn](CCCC)(CCCC)[C:19]1[S:20][CH:21]=[CH:22][CH:23]=1)CCC.CN(C)C=O. (3) Given the product [CH3:21][C:16]1[C:15]([C:2]#[C:1][C:3]2[CH:8]=[CH:7][C:6]([CH2:9][C:10]([O:12][CH3:13])=[O:11])=[CH:5][CH:4]=2)=[CH:20][CH:19]=[CH:18][N:17]=1, predict the reactants needed to synthesize it. The reactants are: [C:1]([C:3]1[CH:8]=[CH:7][C:6]([CH2:9][C:10]([O:12][CH3:13])=[O:11])=[CH:5][CH:4]=1)#[CH:2].Br[C:15]1[C:16]([CH3:21])=[N:17][CH:18]=[CH:19][CH:20]=1. (4) Given the product [Si:12]([O:19][CH2:20][CH2:21][N:22]([C:23]1[CH:28]=[CH:27][C:26]([CH:29]2[CH2:34][CH2:33][CH:32]([CH2:35][C:36]([O:38][CH3:39])=[O:37])[CH2:31][CH2:30]2)=[CH:25][C:24]=1[F:40])[C:8]([C:7]1[C:6]([Cl:11])=[N:5][CH:4]=[N:3][C:2]=1[Cl:1])=[O:9])([C:15]([CH3:18])([CH3:17])[CH3:16])([CH3:14])[CH3:13], predict the reactants needed to synthesize it. The reactants are: [Cl:1][C:2]1[C:7]([C:8](Cl)=[O:9])=[C:6]([Cl:11])[N:5]=[CH:4][N:3]=1.[Si:12]([O:19][CH2:20][CH2:21][NH:22][C:23]1[CH:28]=[CH:27][C:26]([CH:29]2[CH2:34][CH2:33][CH:32]([CH2:35][C:36]([O:38][CH3:39])=[O:37])[CH2:31][CH2:30]2)=[CH:25][C:24]=1[F:40])([C:15]([CH3:18])([CH3:17])[CH3:16])([CH3:14])[CH3:13]. (5) The reactants are: C([O:8][C:9]1[C:10]([CH2:16][N:17]([CH2:35][C:36]2[CH:41]=[C:40]([C:42]([F:45])([F:44])[F:43])[CH:39]=[C:38]([C:46]([F:49])([F:48])[F:47])[CH:37]=2)[C:18]2[N:23]=[CH:22][C:21]([N:24]3[CH2:29][CH2:28][CH:27]([C:30]([O:32][CH2:33][CH3:34])=[O:31])[CH2:26][CH2:25]3)=[CH:20][N:19]=2)=[N:11][C:12]([CH3:15])=[CH:13][CH:14]=1)C1C=CC=CC=1. Given the product [F:49][C:46]([F:47])([F:48])[C:38]1[CH:37]=[C:36]([CH:41]=[C:40]([C:42]([F:44])([F:45])[F:43])[CH:39]=1)[CH2:35][N:17]([CH2:16][C:10]1[C:9]([OH:8])=[CH:14][CH:13]=[C:12]([CH3:15])[N:11]=1)[C:18]1[N:23]=[CH:22][C:21]([N:24]2[CH2:29][CH2:28][CH:27]([C:30]([O:32][CH2:33][CH3:34])=[O:31])[CH2:26][CH2:25]2)=[CH:20][N:19]=1, predict the reactants needed to synthesize it.